This data is from Catalyst prediction with 721,799 reactions and 888 catalyst types from USPTO. The task is: Predict which catalyst facilitates the given reaction. (1) Reactant: Cl.[NH2:2][CH:3]1[CH2:8][CH:7]([C:9]2[CH:14]=[CH:13][C:12]([C:15]([F:18])([F:17])[F:16])=[CH:11][CH:10]=2)[CH2:6][N:5]([C:19]([N:21]2[CH2:26][CH2:25][CH:24]([C:27]#[N:28])[CH2:23][CH2:22]2)=[O:20])[CH2:4]1.C(N(CC)CC)C.[CH:36]1([C:41](Cl)=[O:42])[CH2:40][CH2:39][CH2:38][CH2:37]1. Product: [C:27]([CH:24]1[CH2:23][CH2:22][N:21]([C:19]([N:5]2[CH2:6][CH:7]([C:9]3[CH:14]=[CH:13][C:12]([C:15]([F:18])([F:16])[F:17])=[CH:11][CH:10]=3)[CH2:8][CH:3]([NH:2][C:41]([CH:36]3[CH2:40][CH2:39][CH2:38][CH2:37]3)=[O:42])[CH2:4]2)=[O:20])[CH2:26][CH2:25]1)#[N:28]. The catalyst class is: 112. (2) Reactant: C([O:3][C:4](=[O:32])[CH2:5][C@@H:6]([N:10]1[C:14]2[CH:15]=[CH:16][CH:17]=[CH:18][C:13]=2[N:12]([CH2:19][C:20]2[C:28]3[C:23](=[CH:24][CH:25]=[CH:26][C:27]=3[CH3:29])[N:22]([CH3:30])[CH:21]=2)[C:11]1=[O:31])[CH2:7][CH2:8][CH3:9])C.[Li+].[OH-]. Product: [CH3:30][N:22]1[C:23]2[C:28](=[C:27]([CH3:29])[CH:26]=[CH:25][CH:24]=2)[C:20]([CH2:19][N:12]2[C:13]3[CH:18]=[CH:17][CH:16]=[CH:15][C:14]=3[N:10]([C@@H:6]([CH2:7][CH2:8][CH3:9])[CH2:5][C:4]([OH:32])=[O:3])[C:11]2=[O:31])=[CH:21]1. The catalyst class is: 38. (3) Reactant: Cl.[CH3:2][C:3]1[C:7]2[CH:8]=[CH:9][CH:10]=[CH:11][C:6]=2[O:5][C:4]=1[CH:12]1[CH2:15][NH:14][CH2:13]1.Cl.[O:17]=[C:18]1[NH:27][C:26]2[N:25]=[CH:24][C:23](/[CH:28]=[CH:29]/[C:30](O)=[O:31])=[CH:22][C:21]=2[CH2:20][CH2:19]1.CCN=C=NCCCN(C)C.Cl.C1C=NC2N(O)N=NC=2C=1.C(N(CC)C(C)C)(C)C. Product: [CH3:2][C:3]1[C:7]2[CH:8]=[CH:9][CH:10]=[CH:11][C:6]=2[O:5][C:4]=1[CH:12]1[CH2:13][N:14]([C:30](=[O:31])/[CH:29]=[CH:28]/[C:23]2[CH:22]=[C:21]3[C:26](=[N:25][CH:24]=2)[NH:27][C:18](=[O:17])[CH2:19][CH2:20]3)[CH2:15]1. The catalyst class is: 3. (4) Reactant: [Cl:1][C:2]1[CH:3]=[C:4]([C:12]2[O:16][N:15]=[C:14]([C:17]3[CH:25]=[CH:24][C:23]([CH2:26][CH2:27][C:28]([O:30]C)=[O:29])=[C:22]4[C:18]=3[CH:19]=[CH:20][N:21]4[CH3:32])[N:13]=2)[CH:5]=[N:6][C:7]=1[O:8][CH:9]([CH3:11])[CH3:10].[OH-].[Na+].Cl. Product: [Cl:1][C:2]1[CH:3]=[C:4]([C:12]2[O:16][N:15]=[C:14]([C:17]3[CH:25]=[CH:24][C:23]([CH2:26][CH2:27][C:28]([OH:30])=[O:29])=[C:22]4[C:18]=3[CH:19]=[CH:20][N:21]4[CH3:32])[N:13]=2)[CH:5]=[N:6][C:7]=1[O:8][CH:9]([CH3:10])[CH3:11]. The catalyst class is: 92. (5) Reactant: [F:1][C:2]1[CH:3]=[C:4]2[C:12](=[CH:13][CH:14]=1)[NH:11][C:10]1[C:9]([O:15][CH2:16][CH2:17][N:18]([CH3:20])[CH3:19])=[C:8]3[NH:21][C:22]4[CH:23]=[CH:24][C:25]([F:28])=[CH:26][C:27]=4[C:7]3=[CH:6][C:5]2=1.[CH3:29][I:30]. Product: [I-:30].[F:28][C:25]1[CH:26]=[C:27]2[C:22](=[CH:23][CH:24]=1)[NH:21][C:8]1[C:9]([O:15][CH2:16][CH2:17][N+:18]([CH3:29])([CH3:19])[CH3:20])=[C:10]3[NH:11][C:12]4[CH:13]=[CH:14][C:2]([F:1])=[CH:3][C:4]=4[C:5]3=[CH:6][C:7]2=1. The catalyst class is: 4. (6) Reactant: Cl.[NH:2]1[CH2:5][CH:4]([C:6]2[CH:27]=[CH:26][C:9]3[C:10]4[N:14]([CH2:15][CH2:16][O:17][C:8]=3[CH:7]=2)[CH:13]=[C:12]([C:18]2[N:19]([CH:23]([CH3:25])[CH3:24])[N:20]=[CH:21][N:22]=2)[N:11]=4)[CH2:3]1.Cl[CH2:29][C:30]([NH:32][CH:33]([CH3:35])[CH3:34])=[O:31].CO. Product: [CH:33]([NH:32][C:30](=[O:31])[CH2:29][N:2]1[CH2:3][CH:4]([C:6]2[CH:27]=[CH:26][C:9]3[C:10]4[N:14]([CH:13]=[C:12]([C:18]5[N:19]([CH:23]([CH3:24])[CH3:25])[N:20]=[CH:21][N:22]=5)[N:11]=4)[CH2:15][CH2:16][O:17][C:8]=3[CH:7]=2)[CH2:5]1)([CH3:35])[CH3:34]. The catalyst class is: 6. (7) Reactant: [N:1]1([C:7]2[C:12]3[CH:13]=[CH:14][O:15][C:11]=3[CH:10]=[CH:9][N:8]=2)[CH2:6][CH2:5][NH:4][CH2:3][CH2:2]1.O=[CH:17][CH2:18][C@H:19]1[CH2:24][CH2:23][C@H:22]([NH:25][C:26](=[O:28])[CH3:27])[CH2:21][CH2:20]1. Product: [O:15]1[C:11]2[CH:10]=[CH:9][N:8]=[C:7]([N:1]3[CH2:2][CH2:3][N:4]([CH2:17][CH2:18][C@H:19]4[CH2:24][CH2:23][C@H:22]([NH:25][C:26](=[O:28])[CH3:27])[CH2:21][CH2:20]4)[CH2:5][CH2:6]3)[C:12]=2[CH:13]=[CH:14]1. The catalyst class is: 525.